Dataset: Full USPTO retrosynthesis dataset with 1.9M reactions from patents (1976-2016). Task: Predict the reactants needed to synthesize the given product. (1) Given the product [ClH:1].[Br:17][C:13]1[S:12][C:11]2=[N:10][C:9]([NH2:8])=[CH:16][N:15]2[CH:14]=1, predict the reactants needed to synthesize it. The reactants are: [ClH:1].C(OC(=O)[NH:8][C:9]1[N:10]=[C:11]2[N:15]([CH:16]=1)[CH:14]=[C:13]([Br:17])[S:12]2)(C)(C)C. (2) Given the product [C:1]([O:5][C:6]([N:8]1[CH2:15][CH:14]2[N:16]([C:17]([O:19][C:20]([CH3:23])([CH3:22])[CH3:21])=[O:18])[CH:10]([CH2:11][C:12]([C:39]3[S:40][CH:41]=[C:42]([CH2:44][CH2:45][CH2:46][OH:47])[N:43]=3)=[C:13]2[C:24](=[O:38])[N:25]([CH:35]2[CH2:36][CH2:37]2)[CH2:26][C:27]2[CH:32]=[CH:31][CH:30]=[C:29]([Cl:33])[C:28]=2[Cl:34])[CH2:9]1)=[O:7])([CH3:4])([CH3:2])[CH3:3], predict the reactants needed to synthesize it. The reactants are: [C:1]([O:5][C:6]([N:8]1[CH2:15][CH:14]2[N:16]([C:17]([O:19][C:20]([CH3:23])([CH3:22])[CH3:21])=[O:18])[CH:10]([CH2:11][C:12]([C:39]3[S:40][CH:41]=[C:42]([CH2:44][CH2:45][CH2:46][O:47][Si](C(C)(C)C)(C)C)[N:43]=3)=[C:13]2[C:24](=[O:38])[N:25]([CH:35]2[CH2:37][CH2:36]2)[CH2:26][C:27]2[CH:32]=[CH:31][CH:30]=[C:29]([Cl:33])[C:28]=2[Cl:34])[CH2:9]1)=[O:7])([CH3:4])([CH3:3])[CH3:2].CCCC[N+](CCCC)(CCCC)CCCC.[F-].